The task is: Regression. Given a peptide amino acid sequence and an MHC pseudo amino acid sequence, predict their binding affinity value. This is MHC class I binding data.. This data is from Peptide-MHC class I binding affinity with 185,985 pairs from IEDB/IMGT. (1) The peptide sequence is TKKVRTNAA. The MHC is HLA-B08:01 with pseudo-sequence HLA-B08:01. The binding affinity (normalized) is 0.651. (2) The peptide sequence is FEYISDAFSL. The MHC is HLA-B45:01 with pseudo-sequence HLA-B45:01. The binding affinity (normalized) is 0.190. (3) The peptide sequence is LLKWKKTDY. The MHC is HLA-A02:06 with pseudo-sequence HLA-A02:06. The binding affinity (normalized) is 0.0847. (4) The peptide sequence is AGRRSVSGDL. The MHC is HLA-B08:01 with pseudo-sequence HLA-B08:01. The binding affinity (normalized) is 0.156. (5) The peptide sequence is KTTLFHTFK. The MHC is HLA-B58:01 with pseudo-sequence HLA-B58:01. The binding affinity (normalized) is 0.155. (6) The peptide sequence is CYSKSLRDLV. The MHC is HLA-A24:02 with pseudo-sequence HLA-A24:02. The binding affinity (normalized) is 0.420. (7) The peptide sequence is ELLRPTTLV. The MHC is HLA-A02:01 with pseudo-sequence HLA-A02:01. The binding affinity (normalized) is 0.280. (8) The peptide sequence is YREGRDQLW. The MHC is Mamu-B52 with pseudo-sequence Mamu-B52. The binding affinity (normalized) is 0.401. (9) The peptide sequence is KRWIILGLNK. The MHC is Mamu-B17 with pseudo-sequence Mamu-B17. The binding affinity (normalized) is 0.219.